Dataset: Forward reaction prediction with 1.9M reactions from USPTO patents (1976-2016). Task: Predict the product of the given reaction. Given the reactants [C:1]1([NH:7][C:8]2[N:13]=[N:12][C:11]([C:14]3[CH:19]=[CH:18][C:17]([OH:20])=[CH:16][CH:15]=3)=[CH:10][CH:9]=2)[CH:6]=[CH:5][CH:4]=[CH:3][CH:2]=1.Cl[C:22]1[C:31]2[C:26](=[CH:27][C:28]([O:34][CH3:35])=[C:29]([O:32][CH3:33])[CH:30]=2)[N:25]=[CH:24][CH:23]=1.[OH-].[Na+], predict the reaction product. The product is: [CH3:33][O:32][C:29]1[CH:30]=[C:31]2[C:26](=[CH:27][C:28]=1[O:34][CH3:35])[N:25]=[CH:24][CH:23]=[C:22]2[O:20][C:17]1[CH:16]=[CH:15][C:14]([C:11]2[N:12]=[N:13][C:8]([NH:7][C:1]3[CH:2]=[CH:3][CH:4]=[CH:5][CH:6]=3)=[CH:9][CH:10]=2)=[CH:19][CH:18]=1.